From a dataset of Full USPTO retrosynthesis dataset with 1.9M reactions from patents (1976-2016). Predict the reactants needed to synthesize the given product. (1) Given the product [CH2:1]([O:8][C:9]1[CH:14]=[C:13]([C:17]#[N:18])[CH:12]=[N:11][CH:10]=1)[C:2]1[CH:7]=[CH:6][CH:5]=[CH:4][CH:3]=1, predict the reactants needed to synthesize it. The reactants are: [CH2:1]([O:8][C:9]1[CH:10]=[N:11][CH:12]=[C:13](Br)[CH:14]=1)[C:2]1[CH:7]=[CH:6][CH:5]=[CH:4][CH:3]=1.[Cu](C#N)[C:17]#[N:18].C(=O)([O-])O.[Na+].C(OCC)(=O)C. (2) Given the product [Cl:12][C:5]1[CH:4]=[C:3]([C:13]([O:15][CH3:16])=[O:14])[C:2]([N:1]=[C:17]=[S:18])=[CH:7][C:6]=1[C:8]([O:10][CH3:11])=[O:9], predict the reactants needed to synthesize it. The reactants are: [NH2:1][C:2]1[CH:7]=[C:6]([C:8]([O:10][CH3:11])=[O:9])[C:5]([Cl:12])=[CH:4][C:3]=1[C:13]([O:15][CH3:16])=[O:14].[C:17](Cl)(Cl)=[S:18]. (3) The reactants are: [CH:1]([CH:3]=[O:4])=[O:2].[N:5]1[C:12]([NH2:13])=[N:11][C:9]([NH2:10])=[N:8][C:6]=1[NH2:7]. Given the product [CH:1]([CH:3]=[O:4])=[O:2].[N:5]1[C:12]([NH2:13])=[N:11][C:9]([NH2:10])=[N:8][C:6]=1[NH2:7], predict the reactants needed to synthesize it. (4) Given the product [CH:3]1([C@H:7]([NH:9][C:10]2[N:18]=[C:17]([C:19]#[CH:41])[N:16]=[C:15]3[C:11]=2[N:12]([CH2:30][C:31]2[CH:36]=[CH:35][C:34]([C:37]([F:40])([F:39])[F:38])=[CH:33][CH:32]=2)[C:13]([C:21]2[CH:26]=[C:25]([CH:27]([CH3:29])[CH3:28])[CH:24]=[CH:23][N:22]=2)=[N:14]3)[CH3:8])[CH2:6][CH2:5][CH2:4]1, predict the reactants needed to synthesize it. The reactants are: CO.[CH:3]1([C@H:7]([NH:9][C:10]2[N:18]=[C:17]([CH:19]=O)[N:16]=[C:15]3[C:11]=2[N:12]([CH2:30][C:31]2[CH:36]=[CH:35][C:34]([C:37]([F:40])([F:39])[F:38])=[CH:33][CH:32]=2)[C:13]([C:21]2[CH:26]=[C:25]([CH:27]([CH3:29])[CH3:28])[CH:24]=[CH:23][N:22]=2)=[N:14]3)[CH3:8])[CH2:6][CH2:5][CH2:4]1.[C:41](=O)([O-])[O-].[K+].[K+].[N+](=C(P(=O)(OC)OC)C(=O)C)=[N-].